Task: Predict the reaction yield, written as a fraction of the theoretical maximum amount of product (1.0 means a 100% yield; for example, 0.34 means a 34% yield).. Dataset: Reaction yield outcomes from USPTO patents with 853,638 reactions (1) The reactants are [Cl:1][C:2]1[C:3](=[O:12])[N:4]([CH2:9][O:10][CH3:11])[N:5]=[CH:6][C:7]=1Cl.[CH3:13][O-:14].[Na+]. The catalyst is CO. The product is [Cl:1][C:2]1[C:3](=[O:12])[N:4]([CH2:9][O:10][CH3:11])[N:5]=[CH:6][C:7]=1[O:14][CH3:13]. The yield is 0.980. (2) The reactants are [F:1][C:2]1[CH:10]=[CH:9][CH:8]=[C:7]([F:11])[C:3]=1[C:4](Cl)=[O:5].[CH3:12][C:13]1[S:17][C:16]2[CH2:18][CH2:19][CH2:20][CH2:21][C:15]=2[C:14]=1[C:22]1[CH:23]=[CH:24][C:25]([NH2:28])=[N:26][CH:27]=1.CCN(C(C)C)C(C)C. The catalyst is ClCCl.O1CCCC1.CO.[OH-].[Na+]. The product is [F:1][C:2]1[CH:10]=[CH:9][CH:8]=[C:7]([F:11])[C:3]=1[C:4]([NH:28][C:25]1[CH:24]=[CH:23][C:22]([C:14]2[C:15]3[CH2:21][CH2:20][CH2:19][CH2:18][C:16]=3[S:17][C:13]=2[CH3:12])=[CH:27][N:26]=1)=[O:5]. The yield is 0.500.